Dataset: Reaction yield outcomes from USPTO patents with 853,638 reactions. Task: Predict the reaction yield, written as a fraction of the theoretical maximum amount of product (1.0 means a 100% yield; for example, 0.34 means a 34% yield). The reactants are [F:1][C:2]1[CH:9]=[CH:8][C:5]([C:6]#[N:7])=[CH:4][CH:3]=1.[C:10](#[N:12])[CH3:11].CC(C)([O-])C.[K+]. The catalyst is C1(C)C=CC=CC=1. The product is [NH2:7][C:6]([C:5]1[CH:8]=[CH:9][C:2]([F:1])=[CH:3][CH:4]=1)=[CH:11][C:10]#[N:12]. The yield is 0.930.